This data is from Forward reaction prediction with 1.9M reactions from USPTO patents (1976-2016). The task is: Predict the product of the given reaction. (1) Given the reactants [C:1]1([NH:7][C:8]2[CH:13]=[CH:12][CH:11]=[C:10]([C:14]#[C:15][Si](C(C)C)(C(C)C)C(C)C)[CH:9]=2)[CH:6]=[CH:5][CH:4]=[CH:3][CH:2]=1.[F-].C([N+](CCCC)(CCCC)CCCC)CCC.Br[C:45]1[CH:50]=[CH:49][C:48]([O:51][CH:52]([F:54])[F:53])=[CH:47][CH:46]=1.C(N(CC)CC)C, predict the reaction product. The product is: [NH:7]([C:8]1[CH:13]=[CH:12][CH:11]=[C:10]([C:14]#[C:15][C:45]2[CH:50]=[CH:49][C:48]([O:51][CH:52]([F:54])[F:53])=[CH:47][CH:46]=2)[CH:9]=1)[C:1]1[CH:2]=[CH:3][CH:4]=[CH:5][CH:6]=1. (2) Given the reactants [CH3:1][CH:2]([CH3:12])[CH:3]=[CH:4][CH2:5][CH2:6][CH2:7][CH2:8][C:9]([OH:11])=[O:10].N[C@H]1CCCC[C@H]1O, predict the reaction product. The product is: [CH3:1][CH:2]([CH3:12])/[CH:3]=[CH:4]/[CH2:5][CH2:6][CH2:7][CH2:8][C:9]([OH:11])=[O:10]. (3) The product is: [C:1]([C:3]1[CH:4]=[CH:5][C:6]([CH2:7][CH:8](/[CH:21]=[CH:22]/[C:23]2[CH:28]=[CH:27][CH:26]=[CH:25][C:24]=2[O:29][CH2:33][C:34]2[CH:35]=[CH:36][C:37]([C:40]([F:49])([C:41]([F:42])([F:43])[F:44])[C:45]([F:47])([F:48])[F:46])=[CH:38][CH:39]=2)[CH2:9][CH2:10][C:11]2[CH:20]=[CH:19][C:14]([C:15]([O:17][CH3:18])=[O:16])=[CH:13][CH:12]=2)=[CH:30][CH:31]=1)#[N:2]. Given the reactants [C:1]([C:3]1[CH:31]=[CH:30][C:6]([CH2:7][CH:8](/[CH:21]=[CH:22]/[C:23]2[CH:28]=[CH:27][CH:26]=[CH:25][C:24]=2[OH:29])[CH2:9][CH2:10][C:11]2[CH:20]=[CH:19][C:14]([C:15]([O:17][CH3:18])=[O:16])=[CH:13][CH:12]=2)=[CH:5][CH:4]=1)#[N:2].Cl[CH2:33][C:34]1[CH:39]=[CH:38][C:37]([C:40]([F:49])([C:45]([F:48])([F:47])[F:46])[C:41]([F:44])([F:43])[F:42])=[CH:36][CH:35]=1.C(=O)([O-])[O-].[K+].[K+], predict the reaction product.